From a dataset of Rat liver microsome stability data. Regression/Classification. Given a drug SMILES string, predict its absorption, distribution, metabolism, or excretion properties. Task type varies by dataset: regression for continuous measurements (e.g., permeability, clearance, half-life) or binary classification for categorical outcomes (e.g., BBB penetration, CYP inhibition). Dataset: rlm. (1) The molecule is Fc1cccc(-n2cnc3c(NCc4nc5c(F)c(F)ccc5[nH]4)nc(N4CCOCC4)nc32)c1F. The result is 1 (stable in rat liver microsomes). (2) The drug is O=C(c1cnc2ccc(Cl)cc2c1N1CCC2(CC1)OCCO2)N1CCN(C(=O)C2CC2)CC1. The result is 1 (stable in rat liver microsomes). (3) The molecule is CNc1nc(NCc2ccc(NC(=O)c3ccc(F)cc3)cc2)c2ccc(C)cc2n1. The result is 0 (unstable in rat liver microsomes). (4) The compound is Nc1cc(-c2nc(Nc3ccc(F)c(F)c3)c3ccccc3n2)ccn1. The result is 1 (stable in rat liver microsomes). (5) The drug is Cc1sc2ncnc(Sc3nnnn3-c3ccccc3)c2c1-c1ccccc1. The result is 1 (stable in rat liver microsomes). (6) The compound is COc1ccc(-c2nc(-c3c(C)noc3C)cc3c2cc(C)n3CCN(C)C)cc1OC. The result is 0 (unstable in rat liver microsomes). (7) The molecule is Fc1cc(Nc2nc(-c3ccncc3)nc3ccccc23)ccc1-c1cccc(OC(F)(F)F)c1. The result is 0 (unstable in rat liver microsomes). (8) The drug is N#Cc1ccc(F)cc1Cn1c(N2CCC[C@@H](N)C2)nc2c(-c3ccsc3)cnc-2c1O. The result is 0 (unstable in rat liver microsomes). (9) The molecule is O=C(O)[C@H]1C2CCC(CC2)[C@@H]1Nc1nc(-c2[nH]nc3ncc(F)cc23)nc2ccsc12. The result is 0 (unstable in rat liver microsomes). (10) The result is 1 (stable in rat liver microsomes). The molecule is Cc1c(Nc2c(C#N)cncc2C=Cc2ccccc2OCCN2CCN(C)CC2)ccc2[nH]ccc12.